From a dataset of Forward reaction prediction with 1.9M reactions from USPTO patents (1976-2016). Predict the product of the given reaction. (1) The product is: [Cl:9][C:3]1[N:4]=[CH:5][N:6]=[C:7]2[C:2]=1[NH:1][C:11](=[O:10])[NH:8]2. Given the reactants [NH2:1][C:2]1[C:3]([Cl:9])=[N:4][CH:5]=[N:6][C:7]=1[NH2:8].[O:10]1CCOC[CH2:11]1, predict the reaction product. (2) Given the reactants [CH3:1][CH2:2]/[CH:3]=[C:4](/[CH:6]=[O:7])\[CH3:5].[CH3:8][O:9][C:10]1[CH:11]=[C:12](B(O)O)[CH:13]=[CH:14][CH:15]=1, predict the reaction product. The product is: [CH3:5][CH:4]([CH:3]([C:14]1[CH:13]=[CH:12][CH:11]=[C:10]([O:9][CH3:8])[CH:15]=1)[CH2:2][CH3:1])[CH:6]=[O:7]. (3) Given the reactants C1C=C(Cl)C=C(C(OO)=[O:9])C=1.[C:12]1([CH3:37])[CH:17]=[CH:16][CH:15]=[C:14]([C:18]2[CH:19]=[N:20][C:21]([NH:24][C:25]3[O:26][C@:27]4([CH2:35][N:36]=3)[CH:32]3[CH2:33][CH2:34][N:29]([CH2:30][CH2:31]3)[CH2:28]4)=[N:22][CH:23]=2)[CH:13]=1, predict the reaction product. The product is: [C:12]1([CH3:37])[CH:17]=[CH:16][CH:15]=[C:14]([C:18]2[CH:19]=[N:20][C:21]([NH:24][C:25]3[O:26][C@:27]4([CH2:35][N:36]=3)[CH:32]3[CH2:31][CH2:30][N+:29]([O-:9])([CH2:34][CH2:33]3)[CH2:28]4)=[N:22][CH:23]=2)[CH:13]=1. (4) Given the reactants [CH2:1]([O:3][C:4]([C:6]1[CH:22]=[CH:21][C:9]([O:10][Si:11]([CH:18]([CH3:20])[CH3:19])([CH:15]([CH3:17])[CH3:16])[CH:12]([CH3:14])[CH3:13])=[CH:8][C:7]=1[CH:23]([CH3:25])[CH3:24])=[CH2:5])[CH3:2].[CH2:26](I)I, predict the reaction product. The product is: [CH2:1]([O:3][C:4]1([C:6]2[CH:22]=[CH:21][C:9]([O:10][Si:11]([CH:15]([CH3:16])[CH3:17])([CH:12]([CH3:14])[CH3:13])[CH:18]([CH3:20])[CH3:19])=[CH:8][C:7]=2[CH:23]([CH3:24])[CH3:25])[CH2:26][CH2:5]1)[CH3:2]. (5) Given the reactants C(OC([N:8]1[CH2:13][CH2:12][CH:11]([N:14]([CH2:29][C:30]2[CH:31]=[N:32][CH:33]=[CH:34][CH:35]=2)[C:15]2[CH:20]=[CH:19][C:18]([O:21][CH3:22])=[C:17]([O:23][C@@H:24]3[CH2:28][CH2:27][O:26][CH2:25]3)[N:16]=2)[CH2:10][CH2:9]1)=O)(C)(C)C, predict the reaction product. The product is: [CH3:22][O:21][C:18]1[CH:19]=[CH:20][C:15]([N:14]([CH:11]2[CH2:12][CH2:13][NH:8][CH2:9][CH2:10]2)[CH2:29][C:30]2[CH:31]=[N:32][CH:33]=[CH:34][CH:35]=2)=[N:16][C:17]=1[O:23][C@@H:24]1[CH2:28][CH2:27][O:26][CH2:25]1. (6) Given the reactants C(OC([N:8]1[CH2:13][CH2:12][CH:11]([CH2:14][N:15]2[N:19]=[N:18][C:17]([C:20]3[CH:25]=[CH:24][C:23]([CH:26]([C:31]4[CH:36]=[CH:35][C:34]([O:37][CH2:38][C:39]5[CH:44]=[CH:43][CH:42]=[CH:41][N:40]=5)=[CH:33][CH:32]=4)[C:27]([CH3:30])([CH3:29])[CH3:28])=[CH:22][CH:21]=3)=[N:16]2)[CH2:10][CH2:9]1)=O)(C)(C)C, predict the reaction product. The product is: [CH3:28][C:27]([CH3:30])([CH3:29])[CH:26]([C:31]1[CH:32]=[CH:33][C:34]([O:37][CH2:38][C:39]2[CH:44]=[CH:43][CH:42]=[CH:41][N:40]=2)=[CH:35][CH:36]=1)[C:23]1[CH:22]=[CH:21][C:20]([C:17]2[N:18]=[N:19][N:15]([CH2:14][CH:11]3[CH2:12][CH2:13][NH:8][CH2:9][CH2:10]3)[N:16]=2)=[CH:25][CH:24]=1. (7) Given the reactants [NH2:1][C:2]1[CH:7]=[CH:6][CH:5]=[CH:4][CH:3]=1.Cl[C:9]1[CH:10]=[C:11]([NH:17][CH2:18][C:19]([O:21][CH2:22][CH3:23])=[O:20])[CH2:12][C:13]([CH3:16])([CH3:15])[CH:14]=1.[CH2:24]([OH:26])C, predict the reaction product. The product is: [CH3:24][O:26][C:5]1[CH:6]=[CH:7][C:2](/[N:1]=[C:9]2/[CH:10]=[C:11]([NH:17][CH2:18][C:19]([O:21][CH2:22][CH3:23])=[O:20])[CH2:12][C:13]([CH3:16])([CH3:15])[CH2:14]/2)=[CH:3][CH:4]=1. (8) Given the reactants [Br:1][C:2]1[CH:7]=[CH:6][C:5]([F:8])=[CH:4][C:3]=1[CH3:9].[N+:10]([O-])([OH:12])=[O:11], predict the reaction product. The product is: [Br:1][C:2]1[CH:7]=[C:6]([N+:10]([O-:12])=[O:11])[C:5]([F:8])=[CH:4][C:3]=1[CH3:9].